From a dataset of Full USPTO retrosynthesis dataset with 1.9M reactions from patents (1976-2016). Predict the reactants needed to synthesize the given product. (1) Given the product [CH:1]1([C:4]2[N:5]([CH2:29][CH3:30])[C:6]3[C:11]([N:12]=2)=[C:10]([N:13]2[CH2:18][CH2:17][O:16][CH2:15][C@@H:14]2[CH3:19])[N:9]=[C:8]([C:20]2[CH:21]=[CH:22][C:23]([NH2:26])=[CH:24][CH:25]=2)[N:7]=3)[CH2:2][CH2:3]1, predict the reactants needed to synthesize it. The reactants are: [CH:1]1([C:4]2[N:5]([CH2:29][CH3:30])[C:6]3[C:11]([N:12]=2)=[C:10]([N:13]2[CH2:18][CH2:17][O:16][CH2:15][C@@H:14]2[CH3:19])[N:9]=[C:8]([C:20]2[CH:25]=[CH:24][C:23]([N+:26]([O-])=O)=[CH:22][CH:21]=2)[N:7]=3)[CH2:3][CH2:2]1.C1COCC1. (2) Given the product [ClH:18].[CH2:1]([O:5][C@H:6]1[CH2:10][CH2:9][NH:8][CH2:7]1)[CH:2]([CH3:4])[CH3:3], predict the reactants needed to synthesize it. The reactants are: [CH2:1]([O:5][C@H:6]1[CH2:10][CH2:9][N:8](C(OC(C)(C)C)=O)[CH2:7]1)[CH:2]([CH3:4])[CH3:3].[ClH:18]. (3) The reactants are: Br[CH2:2][C:3]1[CH:8]=[CH:7][CH:6]=[CH:5][N:4]=1.[F:9][C:10]([F:33])([F:32])[C:11]([C:17]1[CH:22]=[CH:21][C:20]([N:23](C)[CH2:24][C:25]2C=CC=[CH:27][CH:26]=2)=[CH:19][CH:18]=1)([OH:16])[C:12]([F:15])([F:14])[F:13].C(=O)([O-])[O-].[K+].[K+]. Given the product [CH2:24]([N:23]([CH2:2][C:3]1[CH:8]=[CH:7][CH:6]=[CH:5][N:4]=1)[C:20]1[CH:21]=[CH:22][C:17]([C:11]([OH:16])([C:12]([F:13])([F:14])[F:15])[C:10]([F:9])([F:33])[F:32])=[CH:18][CH:19]=1)[CH2:25][CH2:26][CH3:27], predict the reactants needed to synthesize it. (4) The reactants are: [CH3:1][O:2][CH2:3][C@@H:4]([O:6][C:7]1[CH:8]=[C:9]([CH:13]=[C:14]([O:16][CH2:17][C:18]2[CH:23]=[CH:22][CH:21]=[CH:20][CH:19]=2)[CH:15]=1)[C:10]([NH2:12])=O)[CH3:5].N1C=CC=CC=1.FC(F)(F)C(OC(=O)C(F)(F)F)=O. Given the product [CH3:1][O:2][CH2:3][C@@H:4]([O:6][C:7]1[CH:8]=[C:9]([CH:13]=[C:14]([O:16][CH2:17][C:18]2[CH:19]=[CH:20][CH:21]=[CH:22][CH:23]=2)[CH:15]=1)[C:10]#[N:12])[CH3:5], predict the reactants needed to synthesize it. (5) Given the product [CH3:23][C:22]1[NH:18][C:12]2[C:11]([CH:21]=1)=[CH:10][C:9]([C:6]1[CH:7]=[CH:8][C:3]([CH2:2][OH:1])=[CH:4][CH:5]=1)=[C:14]([N+:15]([O-:17])=[O:16])[CH:13]=2.[OH:16][NH:15][C:14]1[CH:13]=[C:12]2[C:11]([CH:21]=[C:22]([CH3:23])[NH:18]2)=[CH:10][C:9]=1[C:6]1[CH:7]=[CH:8][C:3]([CH2:2][OH:1])=[CH:4][CH:5]=1, predict the reactants needed to synthesize it. The reactants are: [OH:1][CH2:2][C:3]1[CH:8]=[CH:7][C:6]([C:9]2[C:14]([N+:15]([O-:17])=[O:16])=[CH:13][C:12]([N+:18]([O-])=O)=[C:11]([CH2:21][C:22](=O)[CH3:23])[CH:10]=2)=[CH:5][CH:4]=1. (6) Given the product [CH3:9][O:10][C:11]1[CH:12]=[CH:13][C:14]([N:17]2[CH2:22][CH2:21][N:20]([C:23]3[CH:28]=[CH:27][C:26]([N:29]=[C:2]=[O:1])=[CH:25][CH:24]=3)[CH2:19][CH2:18]2)=[CH:15][CH:16]=1, predict the reactants needed to synthesize it. The reactants are: [O:1]=[C:2](Cl)OC(Cl)(Cl)Cl.[CH3:9][O:10][C:11]1[CH:16]=[CH:15][C:14]([N:17]2[CH2:22][CH2:21][N:20]([C:23]3[CH:28]=[CH:27][C:26]([NH2:29])=[CH:25][CH:24]=3)[CH2:19][CH2:18]2)=[CH:13][CH:12]=1.C(N(CC)CC)C. (7) Given the product [OH:24][C@@H:18]([CH2:19][CH2:20][CH2:21][CH2:22][CH3:23])/[CH:17]=[CH:16]/[C@H:11]1[CH2:12][CH2:13][C:14](=[O:15])[N:10]1[CH2:9][CH2:8][CH2:7][CH2:6][O:5][CH2:4][C:3]([OH:25])=[O:2], predict the reactants needed to synthesize it. The reactants are: C[O:2][C:3](=[O:25])[CH2:4][O:5][CH2:6][CH2:7][CH2:8][CH2:9][N:10]1[C:14](=[O:15])[CH2:13][CH2:12][C@@H:11]1/[CH:16]=[CH:17]/[C@@H:18]([OH:24])[CH2:19][CH2:20][CH2:21][CH2:22][CH3:23].[OH-].[Li+].Cl. (8) Given the product [CH3:1][S:2]([O:5][C@@H:6]1[CH2:10][CH2:9][N:8]([CH2:11][C:12]2[CH:17]=[CH:16][CH:15]=[CH:14][CH:13]=2)[CH2:7]1)(=[O:3])=[O:4], predict the reactants needed to synthesize it. The reactants are: [CH3:1][S:2]([O:5][CH:6]1[CH2:10][CH2:9][N:8]([CH2:11][C:12]2[CH:17]=[CH:16][CH:15]=[CH:14][CH:13]=2)[CH2:7]1)(=[O:4])=[O:3].C1(CN2CCC(O)C2)C=CC=CC=1. (9) Given the product [C:5]([C:6]1[N:9]=[C:15]([CH2:14][C:12]#[N:13])[NH:17][N:18]=1)([CH3:11])([CH3:10])[CH3:4], predict the reactants needed to synthesize it. The reactants are: [OH-].[Na+].Cl.[CH3:4][C:5]([CH3:11])([CH3:10])[C:6](=[NH:9])OC.[C:12]([CH2:14][C:15]([NH:17][NH2:18])=O)#[N:13].